Dataset: Full USPTO retrosynthesis dataset with 1.9M reactions from patents (1976-2016). Task: Predict the reactants needed to synthesize the given product. (1) Given the product [NH2:8][CH2:9][C@H:10]1[CH2:14][O:13][C:12]([CH3:15])([CH3:16])[N:11]1[C:17]([O:19][C:20]([CH3:23])([CH3:22])[CH3:21])=[O:18], predict the reactants needed to synthesize it. The reactants are: C([NH:8][CH2:9][C@H:10]1[CH2:14][O:13][C:12]([CH3:16])([CH3:15])[N:11]1[C:17]([O:19][C:20]([CH3:23])([CH3:22])[CH3:21])=[O:18])C1C=CC=CC=1. (2) Given the product [OH:29][C:22]1[N:19]=[C:5]([CH2:4][CH2:3][C:2]([F:20])([F:21])[F:1])[N:6]([C:7]2[CH:8]=[CH:9][C:10]([O:13][CH2:14][C:15]([F:17])([F:18])[F:16])=[CH:11][CH:12]=2)[C:24](=[O:25])[CH:23]=1, predict the reactants needed to synthesize it. The reactants are: [F:1][C:2]([F:21])([F:20])[CH2:3][CH2:4][C:5](=[NH:19])[NH:6][C:7]1[CH:12]=[CH:11][C:10]([O:13][CH2:14][C:15]([F:18])([F:17])[F:16])=[CH:9][CH:8]=1.[C:22](OCC)(=[O:29])[CH2:23][C:24](OCC)=[O:25].C[O-].[Na+]. (3) Given the product [N:2]12[CH2:9][CH2:8][CH:5]([CH2:6][CH2:7]1)[C:4](=[O:10])[CH2:3]2, predict the reactants needed to synthesize it. The reactants are: Cl.[N:2]12[CH2:9][CH2:8][CH:5]([CH2:6][CH2:7]1)[C:4](=[O:10])[CH2:3]2.